From a dataset of Full USPTO retrosynthesis dataset with 1.9M reactions from patents (1976-2016). Predict the reactants needed to synthesize the given product. (1) Given the product [CH3:1][O:2][CH2:3][CH2:4][O:5][CH2:6][CH2:7][O:8][CH2:9][CH2:10][O:11][C:12]1[CH:13]=[C:14]([CH:19]=[C:20]([O:22][C:23]([F:24])([F:25])[F:26])[CH:21]=1)[C:15]([OH:17])=[O:16], predict the reactants needed to synthesize it. The reactants are: [CH3:1][O:2][CH2:3][CH2:4][O:5][CH2:6][CH2:7][O:8][CH2:9][CH2:10][O:11][C:12]1[CH:13]=[C:14]([CH:19]=[C:20]([O:22][C:23]([F:26])([F:25])[F:24])[CH:21]=1)[C:15]([O:17]C)=[O:16].[OH-].[Na+]. (2) Given the product [OH:84][C@@H:59]([C:61]1[CH:62]=[C:63]([CH:69]([CH2:76][CH3:77])[CH2:70][C:71]([O:73][CH2:74][CH3:75])=[O:72])[CH:64]=[C:65]([F:68])[C:66]=1[F:67])[CH2:60][OH:22], predict the reactants needed to synthesize it. The reactants are: CC[C@H]1[C@H]2C[C@H]([C@H](OC3C4C(=CC=CC=4)C(O[C@H](C4C=CN=C5C=4C=C(OC)C=C5)[C@@H]4N5C[C@H](CC)[C@@H](CC5)C4)=NN=3)C3C=CN=C4C=3C=C([O:22]C)C=C4)N(CC2)C1.[CH:59]([C:61]1[CH:62]=[C:63]([CH:69]([CH2:76][CH3:77])[CH2:70][C:71]([O:73][CH2:74][CH3:75])=[O:72])[CH:64]=[C:65]([F:68])[C:66]=1[F:67])=[CH2:60].S([O-])([O-])=O.[Na+].[Na+].[OH2:84]. (3) Given the product [NH2:11][C:12]1[CH:20]=[CH:19][CH:18]=[C:17]([C:21]([F:24])([F:23])[F:22])[C:13]=1[C:14]([NH:1][C:2]1[CH:7]=[CH:6][CH:5]=[CH:4][CH:3]=1)=[O:16], predict the reactants needed to synthesize it. The reactants are: [NH2:1][C:2]1[CH:7]=[CH:6][CH:5]=[CH:4][CH:3]=1.O.O.O.[NH2:11][C:12]1[CH:20]=[CH:19][CH:18]=[C:17]([C:21]([F:24])([F:23])[F:22])[C:13]=1[C:14]([OH:16])=O. (4) Given the product [C:30]([O:34][C:35]([N:37]1[CH2:41][CH2:40][CH2:39][CH:38]1[C:42](=[O:43])[NH:2][CH:3]([C:26]([O:28][CH3:29])=[O:27])[CH2:4][C:5]1[CH:25]=[CH:24][C:8]([O:9][C:10]2[CH:23]=[CH:22][C:13]([CH2:14][CH:15]3[S:19][C:18](=[O:20])[NH:17][C:16]3=[O:21])=[CH:12][CH:11]=2)=[CH:7][CH:6]=1)=[O:36])([CH3:33])([CH3:32])[CH3:31], predict the reactants needed to synthesize it. The reactants are: Cl.[NH2:2][CH:3]([C:26]([O:28][CH3:29])=[O:27])[CH2:4][C:5]1[CH:25]=[CH:24][C:8]([O:9][C:10]2[CH:23]=[CH:22][C:13]([CH2:14][CH:15]3[S:19][C:18](=[O:20])[NH:17][C:16]3=[O:21])=[CH:12][CH:11]=2)=[CH:7][CH:6]=1.[C:30]([O:34][C:35]([N:37]1[CH2:41][CH2:40][CH2:39][CH:38]1[C:42](O)=[O:43])=[O:36])([CH3:33])([CH3:32])[CH3:31].C1(N=C=NC2CCCCC2)CCCCC1.O. (5) Given the product [C:1]([C:3]1[N:8]=[CH:7][C:6]([C:9]2[O:13][N:12]=[C:11]([C:14]3[CH:22]=[CH:21][C:20]4[N:19]5[CH2:23][CH2:24][CH:25]([CH2:26][C:27]([OH:29])=[O:28])[C:18]5=[CH:17][C:16]=4[CH:15]=3)[N:10]=2)=[CH:5][CH:4]=1)#[N:2], predict the reactants needed to synthesize it. The reactants are: [C:1]([C:3]1[N:8]=[CH:7][C:6]([C:9]2[O:13][N:12]=[C:11]([C:14]3[CH:22]=[CH:21][C:20]4[N:19]5[CH2:23][CH2:24][CH:25]([CH2:26][C:27]([O:29]C(C)(C)C)=[O:28])[C:18]5=[CH:17][C:16]=4[CH:15]=3)[N:10]=2)=[CH:5][CH:4]=1)#[N:2].C1(SC)C=CC=CC=1.C(O)(C(F)(F)F)=O. (6) Given the product [OH:1][C@H:2]([C:34]1[CH:35]=[CH:36][CH:37]=[CH:38][CH:39]=1)[CH2:3][NH:4][C:5]1[CH:10]=[CH:9][C:8]([CH2:11][CH2:12][NH:13][CH2:14][C@H:15]([OH:33])[C:16]2[CH:21]=[CH:20][C:19]([OH:22])=[C:18]([NH:30][CH:31]=[O:32])[CH:17]=2)=[CH:7][CH:6]=1, predict the reactants needed to synthesize it. The reactants are: [OH:1][C@H:2]([C:34]1[CH:39]=[CH:38][CH:37]=[CH:36][CH:35]=1)[CH2:3][NH:4][C:5]1[CH:10]=[CH:9][C:8]([CH2:11][CH2:12][NH:13][CH2:14][C@H:15]([OH:33])[C:16]2[CH:21]=[CH:20][C:19]([O:22]CC3C=CC=CC=3)=[C:18]([NH:30][CH:31]=[O:32])[CH:17]=2)=[CH:7][CH:6]=1.C. (7) Given the product [Cl:24][C:25]1[S:29][C:28]([S:30]([NH:1][C:2]2[C:10]3[C:5](=[C:6]([F:13])[CH:7]=[CH:8][C:9]=3[O:11][CH3:12])[N:4]([CH2:14][C:15]3[CH:16]=[C:17]([CH:21]=[CH:22][CH:23]=3)[C:18]([NH2:20])=[O:19])[N:3]=2)(=[O:32])=[O:31])=[CH:27][CH:26]=1, predict the reactants needed to synthesize it. The reactants are: [NH2:1][C:2]1[C:10]2[C:5](=[C:6]([F:13])[CH:7]=[CH:8][C:9]=2[O:11][CH3:12])[N:4]([CH2:14][C:15]2[CH:16]=[C:17]([CH:21]=[CH:22][CH:23]=2)[C:18]([NH2:20])=[O:19])[N:3]=1.[Cl:24][C:25]1[S:29][C:28]([S:30](Cl)(=[O:32])=[O:31])=[CH:27][CH:26]=1. (8) Given the product [CH2:1]([O:3][C:4](=[O:19])[C:5]([NH:20][C:21]1[CH:28]=[CH:27][C:24]([C:25]#[N:26])=[CH:23][CH:22]=1)([C:10]1[CH:15]=[C:14]([CH3:16])[C:13]([OH:17])=[C:12]([CH3:18])[CH:11]=1)[C:6]([F:7])([F:8])[F:9])[CH3:2], predict the reactants needed to synthesize it. The reactants are: [CH2:1]([O:3][C:4](=[O:19])[C:5](=[C:10]1[CH:15]=[C:14]([CH3:16])[C:13](=[O:17])[C:12]([CH3:18])=[CH:11]1)[C:6]([F:9])([F:8])[F:7])[CH3:2].[NH2:20][C:21]1[CH:28]=[CH:27][C:24]([C:25]#[N:26])=[CH:23][CH:22]=1.C1(C)C=CC=CC=1.Cl. (9) Given the product [C:1]([C:3]1[CH:8]=[CH:7][C:6]([CH:32]2[CH2:33][N:34]([C:36]([O:38][C:39]([CH3:42])([CH3:41])[CH3:40])=[O:37])[CH2:35]2)=[CH:5][CH:4]=1)#[N:2], predict the reactants needed to synthesize it. The reactants are: [C:1]([C:3]1[CH:8]=[CH:7][C:6](B(O)O)=[CH:5][CH:4]=1)#[N:2].Cl.N[C@@H]1CCCC[C@H]1O.C[Si](C)(C)N[Si](C)(C)C.[Na].I[CH:32]1[CH2:35][N:34]([C:36]([O:38][C:39]([CH3:42])([CH3:41])[CH3:40])=[O:37])[CH2:33]1. (10) Given the product [F:1][C:2]1[C:3]([OH:49])=[CH:4][C:5]([CH2:44][C:45]([F:46])([F:47])[F:48])=[C:6]([C:8]2[N:13]=[C:12]3[NH:14][N:15]=[C:16]([C:17]4[NH:21][C:20]([CH:22]5[CH2:23][CH2:24][N:25]([C:63]([NH2:62])=[O:64])[CH2:26][CH2:27]5)=[N:19][N:18]=4)[C:11]3=[C:10]([NH:28][CH2:29][C:30]3[CH:35]=[C:34]([OH:36])[CH:33]=[CH:32][C:31]=3[N:38]([CH3:43])[S:39]([CH3:42])(=[O:40])=[O:41])[N:9]=2)[CH:7]=1, predict the reactants needed to synthesize it. The reactants are: [F:1][C:2]1[C:3]([O:49]C)=[CH:4][C:5]([CH2:44][C:45]([F:48])([F:47])[F:46])=[C:6]([C:8]2[N:13]=[C:12]3[NH:14][N:15]=[C:16]([C:17]4[NH:21][C:20]([CH:22]5[CH2:27][CH2:26][NH:25][CH2:24][CH2:23]5)=[N:19][N:18]=4)[C:11]3=[C:10]([NH:28][CH2:29][C:30]3[CH:35]=[C:34]([O:36]C)[CH:33]=[CH:32][C:31]=3[N:38]([CH3:43])[S:39]([CH3:42])(=[O:41])=[O:40])[N:9]=2)[CH:7]=1.C(N(CC)CC)C.C[Si]([N:62]=[C:63]=[O:64])(C)C.B(Br)(Br)Br.